Dataset: Reaction yield outcomes from USPTO patents with 853,638 reactions. Task: Predict the reaction yield, written as a fraction of the theoretical maximum amount of product (1.0 means a 100% yield; for example, 0.34 means a 34% yield). (1) The reactants are [Na].Cl.[N:3]1[CH:8]=[CH:7][C:6]([CH2:9][C:10]#[N:11])=[CH:5][CH:4]=1.[F:12][C:13]1[CH:14]=[C:15]([CH:18]=[CH:19][CH:20]=1)[CH:16]=O. The catalyst is C(O)C. The product is [F:12][C:13]1[CH:14]=[C:15]([CH:16]=[C:9]([C:6]2[CH:7]=[CH:8][N:3]=[CH:4][CH:5]=2)[C:10]#[N:11])[CH:18]=[CH:19][CH:20]=1. The yield is 0.560. (2) The reactants are [F:1][C:2]1[CH:10]=[CH:9][CH:8]=[C:7]2[C:3]=1[CH:4]=[CH:5][NH:6]2.[H-].[Na+].Br[C@@H:14]([CH3:18])[C:15]([OH:17])=[O:16].O. The catalyst is CN(C=O)C.C(OCCCC)(=O)C. The product is [F:1][C:2]1[CH:10]=[CH:9][CH:8]=[C:7]2[C:3]=1[CH:4]=[CH:5][N:6]2[C@H:14]([CH3:18])[C:15]([OH:17])=[O:16]. The yield is 0.280. (3) The reactants are [F:1][C:2]1[CH:3]=[C:4]([O:9][C:10](=[O:20])[N:11]([C@H:13]2[CH2:18][CH2:17][C@H:16]([OH:19])[CH2:15][CH2:14]2)[CH3:12])[CH:5]=[CH:6][C:7]=1[F:8].[OH-].[Na+].[Br:23][CH2:24][CH2:25][CH2:26][CH2:27]Br. The catalyst is S([O-])(O)(=O)=O.C([N+](CCCC)(CCCC)CCCC)CCC. The product is [F:1][C:2]1[CH:3]=[C:4]([O:9][C:10](=[O:20])[N:11]([C@H:13]2[CH2:18][CH2:17][C@H:16]([O:19][CH2:27][CH2:26][CH2:25][CH2:24][Br:23])[CH2:15][CH2:14]2)[CH3:12])[CH:5]=[CH:6][C:7]=1[F:8]. The yield is 0.310.